Predict which catalyst facilitates the given reaction. From a dataset of Catalyst prediction with 721,799 reactions and 888 catalyst types from USPTO. (1) Reactant: [NH:1]1[CH:5]=[C:4]([C:6]2[CH:7]=[N:8][CH:9]=[CH:10][CH:11]=2)[N:3]=[CH:2]1.[H-].[Na+].[CH2:14](Br)[C:15]1[CH:20]=[CH:19][CH:18]=[CH:17][CH:16]=1. Product: [CH2:14]([N:1]1[CH:5]=[C:4]([C:6]2[CH:7]=[N:8][CH:9]=[CH:10][CH:11]=2)[N:3]=[CH:2]1)[C:15]1[CH:20]=[CH:19][CH:18]=[CH:17][CH:16]=1. The catalyst class is: 1. (2) Reactant: Br[C:2]1[C:3]([NH:9][CH2:10][C:11]([O:13][CH2:14][CH3:15])=[O:12])=[N:4][CH:5]=[C:6]([Br:8])[N:7]=1.[CH3:16][O:17][C@H:18]1[CH2:23][CH2:22][C@H:21]([NH2:24])[CH2:20][CH2:19]1.C(N(CC)C(C)C)(C)C.CS(C)=O. Product: [Br:8][C:6]1[N:7]=[C:2]([NH:24][C@H:21]2[CH2:22][CH2:23][C@H:18]([O:17][CH3:16])[CH2:19][CH2:20]2)[C:3]([NH:9][CH2:10][C:11]([O:13][CH2:14][CH3:15])=[O:12])=[N:4][CH:5]=1. The catalyst class is: 13. (3) Reactant: CO[C:3](=[O:13])[C:4]1[CH:12]=[CH:11][C:7]([C:8]([O-])=O)=[CH:6][CH:5]=1.[CH3:14][C:15]([CH3:20])([CH3:19])[CH2:16][CH2:17][NH2:18].O.OC1C2N=N[NH:28]C=2C=CC=1. Product: [C:8]([C:7]1[CH:6]=[CH:5][C:4]([C:3]([NH:18][CH2:17][CH2:16][C:15]([CH3:20])([CH3:19])[CH3:14])=[O:13])=[CH:12][CH:11]=1)#[N:28]. The catalyst class is: 39. (4) Reactant: [Cl:1][C:2]1[CH:7]=[CH:6][C:5]([CH:8]=[O:9])=[CH:4][C:3]=1[NH:10][S:11]([C:14]1[CH:19]=[CH:18][C:17]([O:20][CH3:21])=[C:16]([O:22][CH3:23])[CH:15]=1)(=[O:13])=[O:12].C[Li].[CH3:26]COCC. Product: [Cl:1][C:2]1[CH:7]=[CH:6][C:5]([CH:8]([OH:9])[CH3:26])=[CH:4][C:3]=1[NH:10][S:11]([C:14]1[CH:19]=[CH:18][C:17]([O:20][CH3:21])=[C:16]([O:22][CH3:23])[CH:15]=1)(=[O:13])=[O:12]. The catalyst class is: 1. (5) Reactant: [N:1]1[C:10]2[CH2:9][CH2:8][CH:7]=[C:6]([C:11]3[CH:18]=[CH:17][C:14]([C:15]#[N:16])=[CH:13][CH:12]=3)[C:5]=2[CH:4]=[N:3][CH:2]=1. Product: [N:1]1[C:10]2[CH2:9][CH2:8][CH2:7][CH:6]([C:11]3[CH:12]=[CH:13][C:14]([C:15]#[N:16])=[CH:17][CH:18]=3)[C:5]=2[CH:4]=[N:3][CH:2]=1. The catalyst class is: 29. (6) Reactant: [CH2:1]([CH2:3][NH2:4])[OH:2].[C:5]1(=O)[O:11][C:9](=[O:10])[CH2:8][O:7][CH2:6]1. Product: [OH:2][CH2:1][CH2:3][N:4]1[C:9](=[O:10])[CH2:8][O:7][CH2:6][C:5]1=[O:11]. The catalyst class is: 17. (7) Reactant: F[C:2]1[CH:3]=[C:4]([CH:18]=[CH:19][C:20]=1[N+:21]([O-:23])=[O:22])[C:5]([N:7]([CH2:13][CH2:14][CH:15]([CH3:17])[CH3:16])[CH2:8][CH2:9][CH:10]([CH3:12])[CH3:11])=[O:6].[NH2:24][CH2:25][CH2:26][CH:27]1[O:31][CH2:30][CH2:29][O:28]1.C(=O)([O-])[O-].[K+].[K+]. Product: [O:28]1[CH2:29][CH2:30][O:31][CH:27]1[CH2:26][CH2:25][NH:24][C:2]1[CH:3]=[C:4]([CH:18]=[CH:19][C:20]=1[N+:21]([O-:23])=[O:22])[C:5]([N:7]([CH2:13][CH2:14][CH:15]([CH3:17])[CH3:16])[CH2:8][CH2:9][CH:10]([CH3:12])[CH3:11])=[O:6]. The catalyst class is: 10.